From a dataset of Peptide-MHC class I binding affinity with 185,985 pairs from IEDB/IMGT. Regression. Given a peptide amino acid sequence and an MHC pseudo amino acid sequence, predict their binding affinity value. This is MHC class I binding data. (1) The peptide sequence is KTAVQMAVF. The MHC is HLA-A30:01 with pseudo-sequence HLA-A30:01. The binding affinity (normalized) is 0.275. (2) The peptide sequence is NTVVRDFENY. The MHC is HLA-A03:01 with pseudo-sequence HLA-A03:01. The binding affinity (normalized) is 0.0214. (3) The peptide sequence is LTSRENLLL. The MHC is HLA-A01:01 with pseudo-sequence HLA-A01:01. The binding affinity (normalized) is 0.442.